Dataset: Catalyst prediction with 721,799 reactions and 888 catalyst types from USPTO. Task: Predict which catalyst facilitates the given reaction. (1) Reactant: [Br:1][C:2]1[C:7]2[N:8]=[C:9]([OH:12])[N:10]=[CH:11][C:6]=2[N:5]=[CH:4][C:3]=1[C:13]([O:15]CC)=[O:14]. Product: [Br:1][C:2]1[C:7]2[N:8]=[C:9]([OH:12])[N:10]=[CH:11][C:6]=2[N:5]=[CH:4][C:3]=1[C:13]([OH:15])=[O:14]. The catalyst class is: 74. (2) Product: [C:14]([Si:18]([C:26]1[CH:31]=[CH:30][CH:29]=[CH:28][CH:27]=1)([C:20]1[CH:21]=[CH:22][CH:23]=[CH:24][CH:25]=1)[O:1][C:2]1[CH:13]=[CH:12][C:5]2[NH:6][C:7](=[O:11])[O:8][C:9](=[O:10])[C:4]=2[CH:3]=1)([CH3:17])([CH3:15])[CH3:16]. The catalyst class is: 3. Reactant: [OH:1][C:2]1[CH:13]=[CH:12][C:5]2[NH:6][C:7](=[O:11])[O:8][C:9](=[O:10])[C:4]=2[CH:3]=1.[C:14]([Si:18]([C:26]1[CH:31]=[CH:30][CH:29]=[CH:28][CH:27]=1)([C:20]1[CH:25]=[CH:24][CH:23]=[CH:22][CH:21]=1)Cl)([CH3:17])([CH3:16])[CH3:15].N1C=CN=C1.